This data is from Catalyst prediction with 721,799 reactions and 888 catalyst types from USPTO. The task is: Predict which catalyst facilitates the given reaction. Reactant: Cl[C:2]1[CH:9]=[C:8]([CH3:10])[CH:7]=[CH:6][C:3]=1[C:4]#N.Br[CH2:12][Mg].[ClH:14].[OH-:15].[Na+]. Product: [Cl:14][C:2]1[CH:9]=[C:8]([CH3:10])[CH:7]=[CH:6][C:3]=1[C:4](=[O:15])[CH3:12]. The catalyst class is: 715.